Dataset: Peptide-MHC class II binding affinity with 134,281 pairs from IEDB. Task: Regression. Given a peptide amino acid sequence and an MHC pseudo amino acid sequence, predict their binding affinity value. This is MHC class II binding data. (1) The peptide sequence is LSILAILKGLYNFAT. The MHC is DRB1_0404 with pseudo-sequence DRB1_0404. The binding affinity (normalized) is 0.881. (2) The peptide sequence is DLKPGAAWTVYVGIV. The MHC is DRB1_0901 with pseudo-sequence DRB1_0901. The binding affinity (normalized) is 0.714. (3) The peptide sequence is SAQNISGAGWSGMAE. The MHC is HLA-DQA10501-DQB10301 with pseudo-sequence HLA-DQA10501-DQB10301. The binding affinity (normalized) is 0.456.